Dataset: Peptide-MHC class I binding affinity with 185,985 pairs from IEDB/IMGT. Task: Regression. Given a peptide amino acid sequence and an MHC pseudo amino acid sequence, predict their binding affinity value. This is MHC class I binding data. (1) The peptide sequence is TTADHMHML. The MHC is HLA-B08:01 with pseudo-sequence HLA-B08:01. The binding affinity (normalized) is 0.0847. (2) The peptide sequence is VPLPCQLMYA. The MHC is HLA-B54:01 with pseudo-sequence HLA-B54:01. The binding affinity (normalized) is 1.00. (3) The peptide sequence is FPAWFAWIF. The MHC is HLA-C07:02 with pseudo-sequence HLA-C07:02. The binding affinity (normalized) is 0.0847. (4) The peptide sequence is QGIVRQRVI. The MHC is HLA-A02:01 with pseudo-sequence HLA-A02:01. The binding affinity (normalized) is 0. (5) The peptide sequence is HPLARTAKV. The MHC is HLA-B57:01 with pseudo-sequence HLA-B57:01. The binding affinity (normalized) is 0.0847. (6) The peptide sequence is AFASLQDML. The MHC is HLA-B44:02 with pseudo-sequence HLA-B44:02. The binding affinity (normalized) is 0.0847.